Dataset: TCR-epitope binding with 47,182 pairs between 192 epitopes and 23,139 TCRs. Task: Binary Classification. Given a T-cell receptor sequence (or CDR3 region) and an epitope sequence, predict whether binding occurs between them. The TCR CDR3 sequence is CSARLFNEQFF. The epitope is KLNVGDYFV. Result: 1 (the TCR binds to the epitope).